Task: Predict the product of the given reaction.. Dataset: Forward reaction prediction with 1.9M reactions from USPTO patents (1976-2016) Given the reactants [Cl:1][C:2]1[CH:3]=[C:4]([C:9]2([C:24]([F:27])([F:26])[F:25])[O:13][N:12]=[C:11]([C:14]3[CH:22]=[CH:21][C:17]([C:18](Cl)=[O:19])=[C:16]([CH3:23])[CH:15]=3)[CH2:10]2)[CH:5]=[C:6]([Cl:8])[CH:7]=1.[S-:28][C:29]#[N:30].[K+].O.[NH3:33].O, predict the reaction product. The product is: [C:29]([NH:33][C:18](=[O:19])[C:17]1[CH:21]=[CH:22][C:14]([C:11]2[CH2:10][C:9]([C:4]3[CH:3]=[C:2]([Cl:1])[CH:7]=[C:6]([Cl:8])[CH:5]=3)([C:24]([F:27])([F:26])[F:25])[O:13][N:12]=2)=[CH:15][C:16]=1[CH3:23])(=[S:28])[NH2:30].